This data is from CYP2C19 inhibition data for predicting drug metabolism from PubChem BioAssay. The task is: Regression/Classification. Given a drug SMILES string, predict its absorption, distribution, metabolism, or excretion properties. Task type varies by dataset: regression for continuous measurements (e.g., permeability, clearance, half-life) or binary classification for categorical outcomes (e.g., BBB penetration, CYP inhibition). Dataset: cyp2c19_veith. (1) The drug is Cn1c(-c2sccc2OCc2ccccc2)n[nH]c1=S. The result is 1 (inhibitor). (2) The compound is COc1ccc(Br)cc1C(=O)Nc1ccc(Cc2ccncc2)cc1. The result is 1 (inhibitor). (3) The drug is O=c1c(CCc2ccccc2)nc2cncnc2n1Cc1ccccc1. The result is 1 (inhibitor). (4) The molecule is O=c1[nH][nH]c(C(F)(F)F)c1C=Nc1ccccc1. The result is 0 (non-inhibitor). (5) The result is 0 (non-inhibitor). The drug is CC(/C=C/c1ccccc1)=N/NC(=O)CNC(=O)c1ccc2c(c1)OCO2. (6) The molecule is CN(C)c1ccc(-c2nc3n(n2)C(c2cccnc2)C2=C(CC(C)(C)CC2=O)N3)cc1. The result is 1 (inhibitor). (7) The result is 1 (inhibitor). The drug is COc1ccc(CCn2c(=N)c(C(=O)NCc3ccco3)cc3c(=O)n4ccccc4nc32)cc1.